This data is from Reaction yield outcomes from USPTO patents with 853,638 reactions. The task is: Predict the reaction yield, written as a fraction of the theoretical maximum amount of product (1.0 means a 100% yield; for example, 0.34 means a 34% yield). The reactants are [CH3:1][CH:2]([N:4]1[C:12](/[CH:13]=[CH:14]/[C@H:15]([OH:24])[CH2:16][C@H:17]([OH:23])[CH2:18][C:19]([O:21]C)=[O:20])=[C:11]([C:25]2[CH:30]=[CH:29][C:28]([F:31])=[CH:27][CH:26]=2)[C:10]2[C:5]1=[CH:6][CH:7]=[CH:8][CH:9]=2)[CH3:3].[OH-].[Na+:33].CC(C)=O. The catalyst is C(O)C. The product is [CH3:3][CH:2]([N:4]1[C:12](/[CH:13]=[CH:14]/[CH:15]([OH:24])[CH2:16][CH:17]([OH:23])[CH2:18][C:19]([O-:21])=[O:20])=[C:11]([C:25]2[CH:26]=[CH:27][C:28]([F:31])=[CH:29][CH:30]=2)[C:10]2[CH:9]=[CH:8][CH:7]=[CH:6][C:5]1=2)[CH3:1].[Na+:33]. The yield is 0.756.